From a dataset of NCI-60 drug combinations with 297,098 pairs across 59 cell lines. Regression. Given two drug SMILES strings and cell line genomic features, predict the synergy score measuring deviation from expected non-interaction effect. (1) Drug 1: CC1C(C(CC(O1)OC2CC(CC3=C2C(=C4C(=C3O)C(=O)C5=C(C4=O)C(=CC=C5)OC)O)(C(=O)C)O)N)O.Cl. Drug 2: CC(C)NC(=O)C1=CC=C(C=C1)CNNC.Cl. Cell line: SNB-75. Synergy scores: CSS=12.9, Synergy_ZIP=0.0502, Synergy_Bliss=2.13, Synergy_Loewe=-51.5, Synergy_HSA=0.619. (2) Drug 1: CC1=C(C=C(C=C1)NC(=O)C2=CC=C(C=C2)CN3CCN(CC3)C)NC4=NC=CC(=N4)C5=CN=CC=C5. Drug 2: CS(=O)(=O)CCNCC1=CC=C(O1)C2=CC3=C(C=C2)N=CN=C3NC4=CC(=C(C=C4)OCC5=CC(=CC=C5)F)Cl. Cell line: RPMI-8226. Synergy scores: CSS=-5.57, Synergy_ZIP=3.41, Synergy_Bliss=1.09, Synergy_Loewe=-11.1, Synergy_HSA=-6.86. (3) Drug 1: CN(CCCl)CCCl.Cl. Drug 2: C1=NNC2=C1C(=O)NC=N2. Cell line: CAKI-1. Synergy scores: CSS=0.125, Synergy_ZIP=-10.5, Synergy_Bliss=-10.5, Synergy_Loewe=-30.5, Synergy_HSA=-15.2. (4) Drug 1: CCC1=CC2CC(C3=C(CN(C2)C1)C4=CC=CC=C4N3)(C5=C(C=C6C(=C5)C78CCN9C7C(C=CC9)(C(C(C8N6C)(C(=O)OC)O)OC(=O)C)CC)OC)C(=O)OC.C(C(C(=O)O)O)(C(=O)O)O. Drug 2: CCCCCOC(=O)NC1=NC(=O)N(C=C1F)C2C(C(C(O2)C)O)O. Cell line: HOP-92. Synergy scores: CSS=29.4, Synergy_ZIP=-10.2, Synergy_Bliss=-5.79, Synergy_Loewe=-28.9, Synergy_HSA=-3.77.